The task is: Predict which catalyst facilitates the given reaction.. This data is from Catalyst prediction with 721,799 reactions and 888 catalyst types from USPTO. Reactant: [CH3:1][C:2]1[N:7]=[CH:6][C:5]([C:8]2[CH:9]=[CH:10][C:11]3[N:17]4[CH2:18][C@H:14]([CH2:15][CH2:16]4)[NH:13][C:12]=3[N:19]=2)=[CH:4][CH:3]=1.C(N(CC)CC)C.ClC(Cl)(O[C:31](=[O:37])OC(Cl)(Cl)Cl)Cl.[F:39][C:40]1[CH:49]=[CH:48][C:43]2[N:44]=[C:45]([NH2:47])[S:46][C:42]=2[CH:41]=1. Product: [F:39][C:40]1[CH:49]=[CH:48][C:43]2[N:44]=[C:45]([NH:47][C:31]([N:13]3[C@@H:14]4[CH2:18][N:17]([CH2:16][CH2:15]4)[C:11]4[CH:10]=[CH:9][C:8]([C:5]5[CH:6]=[N:7][C:2]([CH3:1])=[CH:3][CH:4]=5)=[N:19][C:12]3=4)=[O:37])[S:46][C:42]=2[CH:41]=1. The catalyst class is: 7.